From a dataset of Reaction yield outcomes from USPTO patents with 853,638 reactions. Predict the reaction yield, written as a fraction of the theoretical maximum amount of product (1.0 means a 100% yield; for example, 0.34 means a 34% yield). The reactants are [CH3:1][C:2](=[CH:4][CH2:5][CH2:6][C@@H:7]([CH3:13])CCCCC)[CH3:3].C[C:15]([CH3:17])=[O:16].[OH:18]S(O)(=O)=O.O=[Cr](=O)=O.O.[O-]S([O-])(=O)=O.[Na+].[Na+]. The catalyst is CC(C)=O. The product is [CH3:1][C@@H:2]([CH2:4][CH2:5][CH2:6][CH2:7][CH3:13])[CH2:3][CH2:17][C:15]([OH:18])=[O:16]. The yield is 0.740.